Task: Predict which catalyst facilitates the given reaction.. Dataset: Catalyst prediction with 721,799 reactions and 888 catalyst types from USPTO Reactant: C[O:2][C:3](=[O:37])[CH2:4][C:5]1[C:6]([N:34]([CH3:36])[CH3:35])=[N:7][C:8]([CH2:14][C:15]2[CH:20]=[CH:19][C:18]([NH:21][C:22](=[O:33])[C:23]3[CH:28]=[CH:27][C:26]([C:29]([F:32])([F:31])[F:30])=[CH:25][CH:24]=3)=[CH:17][CH:16]=2)=[N:9][C:10]=1[N:11]([CH3:13])[CH3:12].O.[OH-].[Li+].O.C(O)(=O)C. Product: [CH3:36][N:34]([CH3:35])[C:6]1[C:5]([CH2:4][C:3]([OH:37])=[O:2])=[C:10]([N:11]([CH3:12])[CH3:13])[N:9]=[C:8]([CH2:14][C:15]2[CH:16]=[CH:17][C:18]([NH:21][C:22](=[O:33])[C:23]3[CH:24]=[CH:25][C:26]([C:29]([F:31])([F:32])[F:30])=[CH:27][CH:28]=3)=[CH:19][CH:20]=2)[N:7]=1. The catalyst class is: 83.